This data is from Full USPTO retrosynthesis dataset with 1.9M reactions from patents (1976-2016). The task is: Predict the reactants needed to synthesize the given product. (1) Given the product [CH2:18]([O:17][C:5]1[C:4]([F:20])=[CH:3][CH:2]=[C:10]2[C:6]=1[C:7]([CH2:12][C:13]([O:15][CH3:16])=[O:14])=[CH:8][N:9]2[CH3:11])[CH3:19], predict the reactants needed to synthesize it. The reactants are: Cl[C:2]1[CH:3]=[C:4]([F:20])[C:5]([O:17][CH2:18][CH3:19])=[C:6]2[C:10]=1[N:9]([CH3:11])[CH:8]=[C:7]2[CH2:12][C:13]([O:15][CH3:16])=[O:14].CCN(CC)CC. (2) Given the product [Cl:1][C:2]1[CH:7]=[CH:6][CH:5]=[CH:4][C:3]=1[S:8]([NH:11][C:12]1[C:17]([C:18]2[CH:19]=[CH:20][C:21]([CH2:24][O:26][C:27]3[CH:36]=[CH:35][C:34]4[CH2:33][CH2:32][CH2:31][CH2:30][C:29]=4[CH:28]=3)=[CH:22][CH:23]=2)=[N:16][CH:15]=[CH:14][N:13]=1)(=[O:9])=[O:10], predict the reactants needed to synthesize it. The reactants are: [Cl:1][C:2]1[CH:7]=[CH:6][CH:5]=[CH:4][C:3]=1[S:8]([NH:11][C:12]1[C:17]([C:18]2[CH:23]=[CH:22][C:21]([CH2:24]Cl)=[CH:20][CH:19]=2)=[N:16][CH:15]=[CH:14][N:13]=1)(=[O:10])=[O:9].[OH:26][C:27]1[CH:28]=[C:29]2[C:34](=[CH:35][CH:36]=1)[CH2:33][CH2:32][CH2:31][CH2:30]2. (3) Given the product [F:31][C:32]([F:43])([F:42])[C:33]1[CH:38]=[CH:37][CH:36]=[CH:35][C:34]=1[C:2]1[S:6][C:5]([C:7]2[CH:8]=[CH:9][C:10]3[CH2:17][CH:16]4[C:18]5([CH2:22][N:21]([CH2:23][C:24]([F:27])([F:26])[F:25])[S:20](=[O:29])(=[O:28])[NH:19]5)[CH:13]([CH2:14][CH2:15]4)[CH2:12][C:11]=3[CH:30]=2)=[N:4][CH:3]=1, predict the reactants needed to synthesize it. The reactants are: Br[C:2]1[S:6][C:5]([C:7]2[CH:8]=[CH:9][C:10]3[CH2:17][CH:16]4[C:18]5([CH2:22][N:21]([CH2:23][C:24]([F:27])([F:26])[F:25])[S:20](=[O:29])(=[O:28])[NH:19]5)[CH:13]([CH2:14][CH2:15]4)[CH2:12][C:11]=3[CH:30]=2)=[N:4][CH:3]=1.[F:31][C:32]([F:43])([F:42])[C:33]1[CH:38]=[CH:37][CH:36]=[CH:35][C:34]=1B(O)O. (4) Given the product [CH:17]([C:3]1[NH:2][C:4]([C:11]([O:14][CH3:15])=[O:13])=[CH:24][CH:23]=1)=[O:20], predict the reactants needed to synthesize it. The reactants are: C[N:2]([CH:4]=O)[CH3:3].O=P(Cl)(Cl)Cl.[C:11]([O:14][CH2:15]C)(=[O:13])C.[C:17]([O-:20])(O)=O.[Na+].Cl[CH2:23][CH2:24]Cl. (5) Given the product [CH3:32][N:31]([CH2:30][C:26]1[CH:25]=[C:24]([NH:23][C:19]2[N:18]=[C:17]([C:16]3[C:8]([C:4]4[CH:3]=[C:2]([NH:1][C:55](=[O:56])[CH2:54][C:51]5[CH:52]=[CH:53][S:49][CH:50]=5)[CH:7]=[CH:6][CH:5]=4)=[N:9][N:10]4[CH:15]=[CH:14][CH:13]=[CH:12][C:11]=34)[CH:22]=[CH:21][N:20]=2)[CH:29]=[CH:28][CH:27]=1)[CH3:33], predict the reactants needed to synthesize it. The reactants are: [NH2:1][C:2]1[CH:3]=[C:4]([C:8]2[C:16]([C:17]3[CH:22]=[CH:21][N:20]=[C:19]([NH:23][C:24]4[CH:29]=[CH:28][CH:27]=[C:26]([CH2:30][N:31]([CH3:33])[CH3:32])[CH:25]=4)[N:18]=3)=[C:11]3[CH:12]=[CH:13][CH:14]=[CH:15][N:10]3[N:9]=2)[CH:5]=[CH:6][CH:7]=1.C1COCC1.C1C=CC2N(O)N=NC=2C=1.[S:49]1[CH:53]=[CH:52][C:51]([CH2:54][C:55](O)=[O:56])=[CH:50]1. (6) The reactants are: [NH2:1][C:2]1[CH:3]=[C:4]([CH3:10])[C:5](=[O:9])[N:6]([CH3:8])[CH:7]=1.[Cl:11][C:12]1[CH:19]=[CH:18][C:15]([CH:16]=O)=[CH:14][CH:13]=1.CC(O)=O. Given the product [Cl:11][C:12]1[CH:19]=[CH:18][C:15](/[CH:16]=[N:1]/[C:2]2[CH:3]=[C:4]([CH3:10])[C:5](=[O:9])[N:6]([CH3:8])[CH:7]=2)=[CH:14][CH:13]=1, predict the reactants needed to synthesize it. (7) Given the product [N:1]1[C:10]2[C:5](=[CH:6][CH:7]=[CH:8][CH:9]=2)[C:4]([NH:11][C:26]([CH:23]2[CH2:22][CH2:21][N:20]([C:16]3[CH:17]=[CH:18][CH:19]=[C:14]([C:13]([F:30])([F:12])[F:29])[CH:15]=3)[CH2:25][CH2:24]2)=[O:27])=[N:3][CH:2]=1, predict the reactants needed to synthesize it. The reactants are: [N:1]1[C:10]2[C:5](=[CH:6][CH:7]=[CH:8][CH:9]=2)[C:4]([NH2:11])=[N:3][CH:2]=1.[F:12][C:13]([F:30])([F:29])[C:14]1[CH:15]=[C:16]([N:20]2[CH2:25][CH2:24][CH:23]([C:26](O)=[O:27])[CH2:22][CH2:21]2)[CH:17]=[CH:18][CH:19]=1. (8) The reactants are: [Cl:1][C:2]1[N:7]=[C:6]([Cl:8])[C:5]([CH:9]([NH:11][C:12]2[CH:17]=[CH:16][C:15]([O:18][CH3:19])=[CH:14][CH:13]=2)[CH3:10])=[CH:4][N:3]=1.[CH3:20][C@H:21]([N:28]=[C:29]=[O:30])[C:22]1[CH:27]=[CH:26][CH:25]=[CH:24][CH:23]=1. Given the product [Cl:1][C:2]1[N:7]=[C:6]([Cl:8])[C:5]([CH:9]([N:11]([C:12]2[CH:17]=[CH:16][C:15]([O:18][CH3:19])=[CH:14][CH:13]=2)[C:29]([NH:28][C@H:21]([C:22]2[CH:27]=[CH:26][CH:25]=[CH:24][CH:23]=2)[CH3:20])=[O:30])[CH3:10])=[CH:4][N:3]=1, predict the reactants needed to synthesize it. (9) Given the product [Br:1][C:2]1[CH:3]=[CH:4][C:5]2[O:6][CH2:7][CH2:8][N:9]([C:20]([NH:12][C:13]3[CH:18]=[CH:17][N:16]=[CH:15][CH:14]=3)=[O:21])[C:10]=2[N:11]=1, predict the reactants needed to synthesize it. The reactants are: [Br:1][C:2]1[CH:3]=[CH:4][C:5]2[O:6][CH2:7][CH2:8][NH:9][C:10]=2[N:11]=1.[NH2:12][C:13]1[CH:18]=[CH:17][N:16]=[CH:15][CH:14]=1.N[C:20](N)=[O:21]. (10) Given the product [C:17]1([CH3:22])[CH:18]=[CH:19][CH:20]=[CH:21][C:16]=1[C:2]#[C:1][C:3]1[CH:8]=[CH:7][C:6]([CH2:9][CH2:10][C:11]([O:13][CH3:14])=[O:12])=[CH:5][CH:4]=1, predict the reactants needed to synthesize it. The reactants are: [C:1]([C:3]1[CH:8]=[CH:7][C:6]([CH2:9][CH2:10][C:11]([O:13][CH3:14])=[O:12])=[CH:5][CH:4]=1)#[CH:2].I[C:16]1[CH:21]=[CH:20][CH:19]=[CH:18][C:17]=1[CH3:22].